This data is from Catalyst prediction with 721,799 reactions and 888 catalyst types from USPTO. The task is: Predict which catalyst facilitates the given reaction. (1) Reactant: [CH2:1]([C@:3]1([C:28]#[N:29])[CH2:7][CH2:6][N:5]([C:8]2[CH:13]=[CH:12][N:11]=[C:10]([NH:14][C:15]3[CH:20]=[CH:19][C:18]([N:21]4[CH2:26][CH2:25][NH:24][CH2:23][CH2:22]4)=[CH:17][CH:16]=3)[N:9]=2)[C:4]1=[O:27])[CH3:2].C(N(CC)CC)C.[CH3:37][S:38]([Cl:41])(=[O:40])=[O:39].[Cl-].[NH4+]. Product: [ClH:41].[CH2:1]([C@:3]1([C:28]#[N:29])[CH2:7][CH2:6][N:5]([C:8]2[CH:13]=[CH:12][N:11]=[C:10]([NH:14][C:15]3[CH:16]=[CH:17][C:18]([N:21]4[CH2:26][CH2:25][N:24]([S:38]([CH3:37])(=[O:40])=[O:39])[CH2:23][CH2:22]4)=[CH:19][CH:20]=3)[N:9]=2)[C:4]1=[O:27])[CH3:2]. The catalyst class is: 7. (2) Reactant: [NH2:1][C:2]1[N:11]=[CH:10][C:9]2[C:8](SC)=[N:7][CH:6]=[N:5][C:4]=2[CH:3]=1.[N+:14]([C:17]1[CH:18]=[C:19]([CH:21]=[CH:22][CH:23]=1)[NH2:20])([O-])=O. Product: [NH2:1][C:2]1[N:11]=[CH:10][C:9]2[C:8]([NH:14][C:17]3[CH:23]=[CH:22][CH:21]=[C:19]([NH2:20])[CH:18]=3)=[N:7][CH:6]=[N:5][C:4]=2[CH:3]=1. The catalyst class is: 403. (3) Reactant: [C@@H:1]1([N:10](C)[C:11](=O)OC(C)(C)C)[C:9]2[C:4](=[CH:5][CH:6]=[CH:7][CH:8]=2)[CH2:3][CH2:2]1.[ClH:19]. Product: [ClH:19].[CH3:11][NH:10][C@@H:1]1[C:9]2[C:4](=[CH:5][CH:6]=[CH:7][CH:8]=2)[CH2:3][CH2:2]1. The catalyst class is: 5. (4) Reactant: [Cl:1][C:2]1[CH:7]=[CH:6][CH:5]=[C:4]([N:8]2[CH:12]=[C:11]([Si](C)(C)C)[N:10]=[N:9]2)[N:3]=1.CCCC[N+](CCCC)(CCCC)CCCC.[F-]. Product: [Cl:1][C:2]1[CH:7]=[CH:6][CH:5]=[C:4]([N:8]2[CH:12]=[CH:11][N:10]=[N:9]2)[N:3]=1. The catalyst class is: 20. (5) Product: [Br:32][CH2:11][CH2:10][C:3]1[C:4]2[C:9](=[CH:8][CH:7]=[CH:6][CH:5]=2)[NH:1][CH:2]=1. Reactant: [NH:1]1[C:9]2[C:4](=[CH:5][CH:6]=[CH:7][CH:8]=2)[C:3]([CH2:10][CH2:11]O)=[CH:2]1.C1(P(C2C=CC=CC=2)C2C=CC=CC=2)C=CC=CC=1.[Br:32]C(Br)(Br)Br. The catalyst class is: 4.